From a dataset of Catalyst prediction with 721,799 reactions and 888 catalyst types from USPTO. Predict which catalyst facilitates the given reaction. (1) Reactant: [CH2:1]([NH2:8])[C:2]1[CH:7]=[CH:6][CH:5]=[CH:4][CH:3]=1.CO[CH:11]=[CH:12][C:13](=[O:15])[CH3:14]. Product: [CH2:1]([NH:8][CH:11]=[CH:12][C:13](=[O:15])[CH3:14])[C:2]1[CH:7]=[CH:6][CH:5]=[CH:4][CH:3]=1. The catalyst class is: 22. (2) Reactant: [NH2:1][C:2]1[C:10]2[N:9]=[C:8]([CH3:11])[N:7]([CH2:12][O:13][CH2:14][C:15]3[CH:20]=[CH:19][CH:18]=[CH:17][CH:16]=3)[C:6]=2[CH:5]=[C:4]([Br:21])[CH:3]=1.[CH3:22][C:23]1[CH:30]=[CH:29][CH:28]=[C:27]([CH3:31])[C:24]=1[CH2:25]Cl.C(=O)([O-])[O-].[Na+].[Na+].[I-].[Na+]. Product: [CH2:14]([O:13][CH2:12][N:7]1[C:6]2[CH:5]=[C:4]([Br:21])[CH:3]=[C:2]([NH:1][CH2:25][C:24]3[C:27]([CH3:31])=[CH:28][CH:29]=[CH:30][C:23]=3[CH3:22])[C:10]=2[N:9]=[C:8]1[CH3:11])[C:15]1[CH:16]=[CH:17][CH:18]=[CH:19][CH:20]=1. The catalyst class is: 10. (3) Product: [N:64]([C@H:12]1[CH2:13][C@H:14]([O:15][Si:16]([C:19]([CH3:22])([CH3:21])[CH3:20])([CH3:18])[CH3:17])[C@H:10]([CH2:9][O:8][CH2:1][C:2]2[CH:7]=[CH:6][CH:5]=[CH:4][CH:3]=2)[CH2:11]1)=[N+:65]=[N-:66]. The catalyst class is: 1. Reactant: [CH2:1]([O:8][CH2:9][C@H:10]1[C@@H:14]([O:15][Si:16]([C:19]([CH3:22])([CH3:21])[CH3:20])([CH3:18])[CH3:17])[CH2:13][C@@H:12](O)[CH2:11]1)[C:2]1[CH:7]=[CH:6][CH:5]=[CH:4][CH:3]=1.C1C=CC(P(C2C=CC=CC=2)C2C=CC=CC=2)=CC=1.CCOC(/N=N/C(OCC)=O)=O.C1C=CC(OP(OC2C=CC=CC=2)([N:64]=[N+:65]=[N-:66])=O)=CC=1. (4) Reactant: [CH3:1][C:2]1[S:6][C:5]([NH:7][C:8]2[CH:13]=[CH:12][CH:11]=[CH:10][N:9]=2)=[N:4][C:3]=1[C:14]1[CH:15]=[N:16][NH:17][CH:18]=1.N1CCCN2CCCCCC=12.[CH3:30][N:31]([CH3:35])[C:32](Cl)=[O:33]. The catalyst class is: 20. Product: [CH3:30][N:31]([CH3:35])[C:32]([N:16]1[CH:15]=[C:14]([C:3]2[N:4]=[C:5]([NH:7][C:8]3[CH:13]=[CH:12][CH:11]=[CH:10][N:9]=3)[S:6][C:2]=2[CH3:1])[CH:18]=[N:17]1)=[O:33]. (5) Reactant: [CH:1]1([C:4]([C:6]2[CH:7]=[N:8][C:9]3[C:14]([C:15]=2[NH:16][C@H:17]2[CH2:22][CH2:21][C@H:20]([CH2:23][N:24]4[CH2:28][CH2:27][CH2:26][CH2:25]4)[CH2:19][CH2:18]2)=[CH:13][C:12]([C:29]2[CH:34]=[C:33]([Cl:35])[C:32]([OH:36])=[C:31]([Cl:37])[CH:30]=2)=[CH:11][CH:10]=3)=[O:5])[CH2:3][CH2:2]1.Cl.O. Product: [ClH:35].[CH:1]1([C:4]([C:6]2[CH:7]=[N:8][C:9]3[C:14]([C:15]=2[NH:16][C@H:17]2[CH2:18][CH2:19][C@H:20]([CH2:23][N:24]4[CH2:28][CH2:27][CH2:26][CH2:25]4)[CH2:21][CH2:22]2)=[CH:13][C:12]([C:29]2[CH:34]=[C:33]([Cl:35])[C:32]([OH:36])=[C:31]([Cl:37])[CH:30]=2)=[CH:11][CH:10]=3)=[O:5])[CH2:2][CH2:3]1. The catalyst class is: 5. (6) Reactant: [CH3:1][C:2]1([CH3:11])[N:7]([O:8])[C:6]([CH3:10])([CH3:9])[CH2:5][CH2:4][CH2:3]1.[Br-].[Na+].[OH:14][OH:15]. Product: [CH3:9][C:6]1([CH3:10])[N:7]([O:8])[C:2]([CH3:11])([CH3:1])[CH2:3][CH2:4][CH2:5]1.[OH:14][OH:15]. The catalyst class is: 6. (7) Reactant: [F:1][C:2]1[CH:34]=[CH:33][C:5]([CH2:6][N:7]2[CH2:10][C:9]3([CH2:19][C:18](=[O:20])[C:17]4[C:12](=[CH:13][CH:14]=[C:15](/[CH:21]=[CH:22]/[C:23]([NH:25][O:26]C5CCCCO5)=[O:24])[CH:16]=4)[O:11]3)[CH2:8]2)=[CH:4][CH:3]=1.Cl. Product: [F:1][C:2]1[CH:3]=[CH:4][C:5]([CH2:6][N:7]2[CH2:10][C:9]3([CH2:19][C:18](=[O:20])[C:17]4[C:12](=[CH:13][CH:14]=[C:15](/[CH:21]=[CH:22]/[C:23]([NH:25][OH:26])=[O:24])[CH:16]=4)[O:11]3)[CH2:8]2)=[CH:33][CH:34]=1. The catalyst class is: 135.